Predict the product of the given reaction. From a dataset of Forward reaction prediction with 1.9M reactions from USPTO patents (1976-2016). (1) The product is: [NH2:14][S:15]([C:18]1[CH:35]=[CH:34][C:21]2[NH:22][C:23]([C:25]3[CH:26]=[CH:27][C:28]([C:29]([NH:11][C:10]4[CH:12]=[CH:13][C:7]([N:4]5[CH2:3][CH2:2][O:1][CH2:6][CH2:5]5)=[CH:8][CH:9]=4)=[O:30])=[CH:32][CH:33]=3)=[N:24][C:20]=2[CH:19]=1)(=[O:16])=[O:17]. Given the reactants [O:1]1[CH2:6][CH2:5][N:4]([C:7]2[CH:13]=[CH:12][C:10]([NH2:11])=[CH:9][CH:8]=2)[CH2:3][CH2:2]1.[NH2:14][S:15]([C:18]1[CH:35]=[CH:34][C:21]2[NH:22][C:23]([C:25]3[CH:33]=[CH:32][C:28]([C:29]([O-])=[O:30])=[CH:27][CH:26]=3)=[N:24][C:20]=2[CH:19]=1)(=[O:17])=[O:16], predict the reaction product. (2) Given the reactants [CH3:1][C:2]1O[C:6](=[O:8])[CH:5]=[C:4]([C:9]([OH:11])=[O:10])[CH:3]=1.[CH3:12][O:13][C:14](=[O:23])[C:15]1[CH:20]=[CH:19][C:18]([CH3:21])=[C:17]([NH2:22])[CH:16]=1, predict the reaction product. The product is: [CH3:12][O:13][C:14]([C:15]1[CH:20]=[CH:19][C:18]([CH3:21])=[C:17]([N:22]2[C:2]([CH3:1])=[CH:3][C:4]([C:9]([OH:11])=[O:10])=[CH:5][C:6]2=[O:8])[CH:16]=1)=[O:23]. (3) Given the reactants [N:1]([CH2:4][CH:5]1[CH2:10][N:9]([CH3:11])[C:8]2[CH:12]=[CH:13][CH:14]=[C:15](Br)[C:7]=2[O:6]1)=[N+:2]=[N-:3].[Cl:17][C:18]1[CH:19]=[C:20](B(O)O)[CH:21]=[CH:22][CH:23]=1, predict the reaction product. The product is: [N:1]([CH2:4][CH:5]1[CH2:10][N:9]([CH3:11])[C:8]2[CH:12]=[CH:13][CH:14]=[C:15]([C:22]3[CH:21]=[CH:20][CH:19]=[C:18]([Cl:17])[CH:23]=3)[C:7]=2[O:6]1)=[N+:2]=[N-:3]. (4) Given the reactants [C:1]([N:20]1[CH:24]=[CH:23][N:22]=[C:21]1[CH:25]=O)([C:14]1[CH:19]=[CH:18][CH:17]=[CH:16][CH:15]=1)([C:8]1[CH:13]=[CH:12][CH:11]=[CH:10][CH:9]=1)[C:2]1[CH:7]=[CH:6][CH:5]=[CH:4][CH:3]=1.S([O-])([O-])(=O)=O.[Mg+2].[CH2:33]([NH2:40])[C:34]1[CH:39]=[CH:38][CH:37]=[CH:36][CH:35]=1.C(O[BH-](OC(=O)C)OC(=O)C)(=O)C.[Na+], predict the reaction product. The product is: [CH2:33]([NH:40][CH2:25][C:21]1[N:20]([C:1]([C:14]2[CH:19]=[CH:18][CH:17]=[CH:16][CH:15]=2)([C:8]2[CH:13]=[CH:12][CH:11]=[CH:10][CH:9]=2)[C:2]2[CH:7]=[CH:6][CH:5]=[CH:4][CH:3]=2)[CH:24]=[CH:23][N:22]=1)[C:34]1[CH:39]=[CH:38][CH:37]=[CH:36][CH:35]=1. (5) The product is: [NH2:11][C:12]1[C:21]2[N:22]=[C:23]([CH2:28][CH2:29][CH2:30][CH3:31])[N:24]([CH2:25][CH2:26][NH:27][C:8]([C:6]3[CH:5]=[CH:4][CH:3]=[C:2]([OH:1])[N:7]=3)=[O:10])[C:20]=2[C:19]2[N:18]=[CH:17][CH:16]=[CH:15][C:14]=2[N:13]=1. Given the reactants [OH:1][C:2]1[N:7]=[C:6]([C:8]([OH:10])=O)[CH:5]=[CH:4][CH:3]=1.[NH2:11][C:12]1[C:21]2[N:22]=[C:23]([CH2:28][CH2:29][CH2:30][CH3:31])[N:24]([CH2:25][CH2:26][NH2:27])[C:20]=2[C:19]2[N:18]=[CH:17][CH:16]=[CH:15][C:14]=2[N:13]=1, predict the reaction product. (6) Given the reactants [F:1][C:2]1[CH:9]=[C:8]([F:10])[CH:7]=[C:6]([F:11])[C:3]=1[CH:4]=O.[F:12][C:13]([F:20])([C:16]([F:19])([F:18])[F:17])[CH2:14][NH2:15], predict the reaction product. The product is: [F:12][C:13]([F:20])([C:16]([F:19])([F:18])[F:17])[CH2:14][N:15]=[CH:4][C:3]1[C:2]([F:1])=[CH:9][C:8]([F:10])=[CH:7][C:6]=1[F:11]. (7) Given the reactants [O:1]=[C:2]([CH3:16])[CH2:3][CH2:4][N:5]1[C:13](=[O:14])[C:12]2[C:7](=[CH:8][CH:9]=[CH:10][CH:11]=2)[C:6]1=[O:15].[Br:17]Br.OS(O)(=O)=O, predict the reaction product. The product is: [Br:17][CH2:16][C:2](=[O:1])[CH2:3][CH2:4][N:5]1[C:13](=[O:14])[C:12]2[C:7](=[CH:8][CH:9]=[CH:10][CH:11]=2)[C:6]1=[O:15]. (8) Given the reactants [CH2:1]([NH:3][C:4](=[O:39])[NH:5][C:6]1[S:7][C:8]2[C:9]([C:33]3[CH:38]=[CH:37][CH:36]=[CH:35][N:34]=3)=[N:10][C:11]([C:15]3[CH:16]=[N:17][C:18]([N:21]4[CH2:26][CH2:25][C:24]([CH3:32])([C:27]([O:29]CC)=[O:28])[CH2:23][CH2:22]4)=[N:19][CH:20]=3)=[CH:12][C:13]=2[N:14]=1)[CH3:2].CC(C)([O-])C.[K+].O, predict the reaction product. The product is: [CH2:1]([NH:3][C:4](=[O:39])[NH:5][C:6]1[S:7][C:8]2[C:9]([C:33]3[CH:38]=[CH:37][CH:36]=[CH:35][N:34]=3)=[N:10][C:11]([C:15]3[CH:16]=[N:17][C:18]([N:21]4[CH2:26][CH2:25][C:24]([CH3:32])([C:27]([OH:29])=[O:28])[CH2:23][CH2:22]4)=[N:19][CH:20]=3)=[CH:12][C:13]=2[N:14]=1)[CH3:2]. (9) The product is: [C:13]([C:17]1[CH:18]=[CH:19][C:20]([NH:21][C:2]2[C:11]3[C:6](=[CH:7][C:8]([F:12])=[CH:9][CH:10]=3)[CH:5]=[CH:4][N:3]=2)=[CH:22][CH:23]=1)([CH3:16])([CH3:14])[CH3:15]. Given the reactants Cl[C:2]1[C:11]2[C:6](=[CH:7][C:8]([F:12])=[CH:9][CH:10]=2)[CH:5]=[CH:4][N:3]=1.[C:13]([C:17]1[CH:23]=[CH:22][C:20]([NH2:21])=[CH:19][CH:18]=1)([CH3:16])([CH3:15])[CH3:14].Cl, predict the reaction product.